This data is from Forward reaction prediction with 1.9M reactions from USPTO patents (1976-2016). The task is: Predict the product of the given reaction. (1) Given the reactants [NH:1]1[CH:5]=[CH:4][N:3]=[CH:2]1.CN(C)C=O.C(=O)([O-])[O-].[K+].[K+].Cl[CH2:18][C:19]([O:21]C)=[O:20], predict the reaction product. The product is: [N:1]1([CH2:18][C:19]([OH:21])=[O:20])[CH:5]=[CH:4][N:3]=[CH:2]1. (2) The product is: [OH:12][CH2:11][C:7]1[CH:8]=[C:9]2[C:4](=[CH:5][CH:6]=1)[NH:3][C:2](=[O:1])[CH2:10]2. Given the reactants [O:1]=[C:2]1[CH2:10][C:9]2[C:4](=[CH:5][CH:6]=[C:7]([C:11](OC)=[O:12])[CH:8]=2)[NH:3]1.O1CCCC1.C(O)C.[BH4-].[Li+], predict the reaction product. (3) Given the reactants [CH2:1]([O:8][NH:9][C@H:10]1[CH2:15][NH:14][C@H:13]([C:16]([NH2:18])=[O:17])[CH2:12][CH2:11]1)[C:2]1[CH:7]=[CH:6][CH:5]=[CH:4][CH:3]=1.C(N(CC)CC)C.[C:26]([O:30]C(OC(OC(C)(C)C)=O)=O)(C)(C)C.C(C1NC=CN=1)(C1NC=CN=1)=O.CS(O)(=O)=O.C(=O)([O-])O.[K+], predict the reaction product. The product is: [CH2:1]([O:8][N:9]1[C:26](=[O:30])[N:14]2[CH2:15][C@H:10]1[CH2:11][CH2:12][C@H:13]2[C:16]([NH2:18])=[O:17])[C:2]1[CH:3]=[CH:4][CH:5]=[CH:6][CH:7]=1. (4) Given the reactants [Cl:1][C:2]1[CH:7]=[CH:6][C:5]([C:8]2[C:16]3[C:11](=[N:12][CH:13]=[N:14][C:15]=3[NH2:17])[NH:10][N:9]=2)=[CH:4][CH:3]=1.N1C=CC=CC=1.[C:24](Cl)(=[O:26])[CH3:25].O, predict the reaction product. The product is: [NH2:17][C:15]1[N:14]=[CH:13][N:12]=[C:11]2[N:10]([C:24](=[O:26])[CH3:25])[N:9]=[C:8]([C:5]3[CH:6]=[CH:7][C:2]([Cl:1])=[CH:3][CH:4]=3)[C:16]=12. (5) Given the reactants [Br:1]N1C(=O)CCC1=O.C1(P(C2C=CC=CC=2)C2C=CC=CC=2)C=CC=CC=1.[CH:28]1[C:37]2[C:32](=[CH:33][CH:34]=[CH:35][CH:36]=2)[CH:31]=[CH:30][C:29]=1[CH2:38][O:39][CH2:40][CH2:41]O, predict the reaction product. The product is: [Br:1][CH2:41][CH2:40][O:39][CH2:38][C:29]1[CH:30]=[CH:31][C:32]2[C:37](=[CH:36][CH:35]=[CH:34][CH:33]=2)[CH:28]=1.